From a dataset of Catalyst prediction with 721,799 reactions and 888 catalyst types from USPTO. Predict which catalyst facilitates the given reaction. (1) Reactant: [Br:1][C:2]1[CH:33]=[CH:32][C:31]([O:34][CH3:35])=[CH:30][C:3]=1[NH:4][C:5]1[C:14]2[C:9](=[CH:10][CH:11]=[CH:12][C:13]=2[O:15][CH2:16][CH:17]2[CH2:22][CH2:21][N:20](C(OC(C)(C)C)=O)[CH2:19][CH2:18]2)[N:8]=[CH:7][N:6]=1.FC(F)(F)C(O)=O. Product: [Br:1][C:2]1[CH:33]=[CH:32][C:31]([O:34][CH3:35])=[CH:30][C:3]=1[NH:4][C:5]1[C:14]2[C:9](=[CH:10][CH:11]=[CH:12][C:13]=2[O:15][CH2:16][CH:17]2[CH2:18][CH2:19][NH:20][CH2:21][CH2:22]2)[N:8]=[CH:7][N:6]=1. The catalyst class is: 2. (2) Reactant: [NH:1]1[C:9]2[C:4](=[CH:5][C:6]([C:10]([OH:12])=[O:11])=[CH:7][CH:8]=2)[CH:3]=[CH:2]1.N12CCCN=C1CCCC[CH2:14]2.IC. Product: [NH:1]1[C:9]2[C:4](=[CH:5][C:6]([C:10]([O:12][CH3:14])=[O:11])=[CH:7][CH:8]=2)[CH:3]=[CH:2]1. The catalyst class is: 10. (3) Reactant: [OH:1][CH2:2][C:3]1[CH:4]=[C:5]([CH:8]=[C:9]([C:11]([F:14])([F:13])[F:12])[CH:10]=1)[C:6]#[N:7].CC(C)=[O:17].OS(O)(=O)=O.O=[Cr](=O)=O. Product: [C:6]([C:5]1[CH:4]=[C:3]([CH:10]=[C:9]([C:11]([F:12])([F:13])[F:14])[CH:8]=1)[C:2]([OH:17])=[O:1])#[N:7]. The catalyst class is: 95. (4) Reactant: [H-].[Na+].[Br:3][C:4]1[CH:13]=[C:12]([C:14]2[N:18]([CH3:19])[N:17]=[N:16][C:15]=2[CH3:20])[C:11]([Cl:21])=[C:10]2[C:5]=1[CH2:6][CH2:7][NH:8][C:9]2=[O:22].[CH2:23]([O:30][C:31]1[C:36]([CH2:37]Cl)=[C:35]([CH3:39])[CH:34]=[C:33]([CH3:40])[N:32]=1)[C:24]1[CH:29]=[CH:28][CH:27]=[CH:26][CH:25]=1. Product: [CH2:23]([O:30][C:31]1[C:36]([CH2:37][N:8]2[CH2:7][CH2:6][C:5]3[C:10](=[C:11]([Cl:21])[C:12]([C:14]4[N:18]([CH3:19])[N:17]=[N:16][C:15]=4[CH3:20])=[CH:13][C:4]=3[Br:3])[C:9]2=[O:22])=[C:35]([CH3:39])[CH:34]=[C:33]([CH3:40])[N:32]=1)[C:24]1[CH:29]=[CH:28][CH:27]=[CH:26][CH:25]=1. The catalyst class is: 9. (5) The catalyst class is: 4. Product: [CH2:40]([N:36]1[CH:35]=[C:34]2[C:38]([CH:39]=[C:31]([C:23]3[CH:22]=[C:21]([CH:18]4[CH2:17][CH2:16][N:15]([C:13](=[O:14])[C@@H:9]5[CH2:10][CH2:11][CH2:12][NH:8]5)[CH2:20][CH2:19]4)[N:29]4[C:24]=3[C:25]([NH2:30])=[N:26][CH:27]=[N:28]4)[CH:32]=[CH:33]2)=[N:37]1)[C:41]1[CH:42]=[CH:43][CH:44]=[CH:45][CH:46]=1. Reactant: C(OC([N:8]1[CH2:12][CH2:11][CH2:10][CH:9]1[C:13]([N:15]1[CH2:20][CH2:19][CH:18]([C:21]2[N:29]3[C:24]([C:25]([NH2:30])=[N:26][CH:27]=[N:28]3)=[C:23]([C:31]3[CH:32]=[CH:33][C:34]4[C:38]([CH:39]=3)=[N:37][N:36]([CH2:40][C:41]3[CH:46]=[CH:45][CH:44]=[CH:43][CH:42]=3)[CH:35]=4)[CH:22]=2)[CH2:17][CH2:16]1)=[O:14])=O)(C)(C)C.FC(F)(F)C(O)=O.